From a dataset of Reaction yield outcomes from USPTO patents with 853,638 reactions. Predict the reaction yield, written as a fraction of the theoretical maximum amount of product (1.0 means a 100% yield; for example, 0.34 means a 34% yield). (1) The yield is 0.200. The reactants are C(Cl)CCl.[C:5](=[N:8][OH:9])([NH2:7])[CH3:6].[C:10]([O:14][C:15]([N:17]([C@@H:22]1[CH2:24][C@H:23]1[C:25]1[CH:30]=[CH:29][CH:28]=[CH:27][CH:26]=1)[CH2:18][C:19](O)=O)=[O:16])([CH3:13])([CH3:12])[CH3:11]. The catalyst is COCCOCCOC. The product is [C:10]([O:14][C:15](=[O:16])[N:17]([CH2:18][C:19]1[O:9][N:8]=[C:5]([CH3:6])[N:7]=1)[C@H:22]1[CH2:24][C@H:23]1[C:25]1[CH:26]=[CH:27][CH:28]=[CH:29][CH:30]=1)([CH3:13])([CH3:12])[CH3:11]. (2) The reactants are [H-].[Na+].[CH3:3][C:4]1[CH:9]=[C:8]([CH3:10])[CH:7]=[C:6]([CH3:11])[C:5]=1[OH:12].[Cl:13][C:14]1[N:15]=[C:16](Cl)[C:17]2[S:22][CH:21]=[CH:20][C:18]=2[N:19]=1. The catalyst is C1COCC1.O. The product is [Cl:13][C:14]1[N:15]=[C:16]([O:12][C:5]2[C:6]([CH3:11])=[CH:7][C:8]([CH3:10])=[CH:9][C:4]=2[CH3:3])[C:17]2[S:22][CH:21]=[CH:20][C:18]=2[N:19]=1. The yield is 0.560. (3) The reactants are [OH:1][CH:2]([C@@H:14]([NH:19][C:20](=[O:35])[O:21][CH2:22][C:23]1([CH2:27][S:28][C:29]2[N:34]=[CH:33][CH:32]=[CH:31][N:30]=2)[CH2:26][CH2:25][CH2:24]1)[CH2:15][CH2:16][CH2:17][CH3:18])[C:3](=[O:13])[NH:4][C@@H:5]([C:7]1[CH:12]=[CH:11][CH:10]=[CH:9][CH:8]=1)[CH3:6].C(=O)(O)[O-].[Na+].CC(OI1(OC(C)=O)(OC(C)=O)OC(=O)C2C=CC=CC1=2)=O. The catalyst is ClCCl. The product is [O:13]=[C:3]([NH:4][C@@H:5]([C:7]1[CH:12]=[CH:11][CH:10]=[CH:9][CH:8]=1)[CH3:6])[C:2]([C@@H:14]([NH:19][C:20](=[O:35])[O:21][CH2:22][C:23]1([CH2:27][S:28][C:29]2[N:34]=[CH:33][CH:32]=[CH:31][N:30]=2)[CH2:24][CH2:25][CH2:26]1)[CH2:15][CH2:16][CH2:17][CH3:18])=[O:1]. The yield is 0.700. (4) The reactants are Br[C:2]1[CH:3]=[CH:4][C:5]2[O:9][CH:8]([CH3:10])[CH2:7][C:6]=2[CH:11]=1.[CH3:12][S:13]([O:15][Na])=[O:14].N1CCC[C@H]1C(O)=O.C([O-])([O-])=O.[K+].[K+]. The catalyst is CS(C)=O.[Cu]I. The product is [CH3:10][CH:8]1[CH2:7][C:6]2[CH:11]=[C:2]([S:13]([CH3:12])(=[O:15])=[O:14])[CH:3]=[CH:4][C:5]=2[O:9]1. The yield is 0.500.